Dataset: Catalyst prediction with 721,799 reactions and 888 catalyst types from USPTO. Task: Predict which catalyst facilitates the given reaction. (1) Reactant: [NH2:1][CH2:2][CH2:3][CH2:4][CH2:5][N:6]1[C:18]2[C:17]3[CH:16]=[CH:15][CH:14]=[CH:13][C:12]=3[N:11]=[C:10]([NH2:19])[C:9]=2[N:8]=[CH:7]1.[C:20](Cl)(=[O:27])[C:21]1[CH:26]=[CH:25][CH:24]=[CH:23][CH:22]=1. Product: [NH2:19][C:10]1[C:9]2[N:8]=[CH:7][N:6]([CH2:5][CH2:4][CH2:3][CH2:2][NH:1][C:20](=[O:27])[C:21]3[CH:26]=[CH:25][CH:24]=[CH:23][CH:22]=3)[C:18]=2[C:17]2[CH:16]=[CH:15][CH:14]=[CH:13][C:12]=2[N:11]=1. The catalyst class is: 17. (2) Reactant: [Cl:1][C:2]1[CH:7]=[C:6]([Cl:8])[CH:5]=[CH:4][C:3]=1[C:9]([C:11]1[C:12]([CH3:18])=[N:13][N:14]([CH3:17])[C:15]=1[OH:16])=[O:10].N12CCN(CC1)CC2.[C:27](Cl)(=[O:37])[C:28]1[C:29](=[CH:33][CH:34]=[CH:35][CH:36]=1)[C:30](Cl)=[O:31].[Cl:39][C:40]1[N:45]=[N:44][C:43]([O:46][C:47]2[C:52]([CH3:53])=[CH:51][CH:50]=[CH:49][C:48]=2[CH:54]2[CH2:56][CH2:55]2)=[C:42]([OH:57])[CH:41]=1. Product: [C:27]([O:57][C:42]1[CH:41]=[C:40]([Cl:39])[N:45]=[N:44][C:43]=1[O:46][C:47]1[C:52]([CH3:53])=[CH:51][CH:50]=[CH:49][C:48]=1[CH:54]1[CH2:56][CH2:55]1)(=[O:37])[C:28]1[C:29](=[CH:33][CH:34]=[CH:35][CH:36]=1)[C:30]([O:16][C:15]1[N:14]([CH3:17])[N:13]=[C:12]([CH3:18])[C:11]=1[C:9](=[O:10])[C:3]1[CH:4]=[CH:5][C:6]([Cl:8])=[CH:7][C:2]=1[Cl:1])=[O:31]. The catalyst class is: 10.